This data is from Forward reaction prediction with 1.9M reactions from USPTO patents (1976-2016). The task is: Predict the product of the given reaction. (1) The product is: [Cl:1][C:2]1[CH:10]=[C:6]([C:7]([NH:21][C@H:22]([C:24]2[CH:33]=[CH:32][C:27]([C:28]([O:30][CH3:31])=[O:29])=[CH:26][CH:25]=2)[CH3:23])=[O:9])[C:5]([CH2:11][C:12]2[CH:17]=[CH:16][CH:15]=[C:14]([C:18]#[N:19])[CH:13]=2)=[N:4][CH:3]=1. Given the reactants [Cl:1][C:2]1[CH:3]=[N:4][C:5]([CH2:11][C:12]2[CH:17]=[CH:16][CH:15]=[C:14]([C:18]#[N:19])[CH:13]=2)=[C:6]([CH:10]=1)[C:7]([OH:9])=O.Cl.[NH2:21][C@H:22]([C:24]1[CH:33]=[CH:32][C:27]([C:28]([O:30][CH3:31])=[O:29])=[CH:26][CH:25]=1)[CH3:23], predict the reaction product. (2) Given the reactants [F:1][C:2]([F:26])([F:25])[CH2:3][NH:4][C:5]([C:7]1([CH2:20][CH2:21][CH2:22][CH2:23]Br)[C:19]2[CH:18]=[CH:17][CH:16]=[CH:15][C:14]=2[C:13]2[C:8]1=[CH:9][CH:10]=[CH:11][CH:12]=2)=[O:6].[CH3:27][C@H:28]1[NH:33][CH2:32][CH2:31][N:30]([C:34]2[CH:43]=[CH:42][C:41]3[C:36](=[CH:37][CH:38]=[CH:39][CH:40]=3)[N:35]=2)[CH2:29]1, predict the reaction product. The product is: [F:1][C:2]([F:26])([F:25])[CH2:3][NH:4][C:5]([C:7]1([CH2:20][CH2:21][CH2:22][CH2:23][N:33]2[CH2:32][CH2:31][N:30]([C:34]3[CH:43]=[CH:42][C:41]4[C:36](=[CH:37][CH:38]=[CH:39][CH:40]=4)[N:35]=3)[CH2:29][C@H:28]2[CH3:27])[C:19]2[CH:18]=[CH:17][CH:16]=[CH:15][C:14]=2[C:13]2[C:8]1=[CH:9][CH:10]=[CH:11][CH:12]=2)=[O:6]. (3) Given the reactants [F:1][C:2]([F:26])([F:25])[C:3]1[CH:20]=[C:19]([C:21]([F:24])([F:23])[F:22])[CH:18]=[CH:17][C:4]=1[CH2:5][O:6][C:7]1[CH:14]=[CH:13][C:10](C=O)=[CH:9][C:8]=1[O:15][CH3:16].[NH:27]=[C:28]1[CH2:32][N:31]([CH3:33])[C:30](=[O:34])[N:29]1C(C1C=CC=CC=1)=O.[CH3:43]C(C)([O-])C.[K+], predict the reaction product. The product is: [NH2:27][C:28]1=[N:29][C:30](=[O:34])[N:31]([CH3:33])/[C:32]/1=[CH:43]\[C:10]1[CH:13]=[CH:14][C:7]([O:6][CH2:5][C:4]2[CH:17]=[CH:18][C:19]([C:21]([F:23])([F:22])[F:24])=[CH:20][C:3]=2[C:2]([F:1])([F:25])[F:26])=[C:8]([O:15][CH3:16])[CH:9]=1. (4) Given the reactants C(OC(=O)[NH:7][CH:8]1[CH2:14][CH2:13][CH2:12][N:11]([S:15]([C:18]2[CH:23]=[CH:22][CH:21]=[CH:20][N:19]=2)(=[O:17])=[O:16])[CH2:10][CH:9]1[OH:24])(C)(C)C.Cl.[OH-].[Na+], predict the reaction product. The product is: [NH2:7][CH:8]1[CH2:14][CH2:13][CH2:12][N:11]([S:15]([C:18]2[CH:23]=[CH:22][CH:21]=[CH:20][N:19]=2)(=[O:17])=[O:16])[CH2:10][CH:9]1[OH:24].